This data is from Reaction yield outcomes from USPTO patents with 853,638 reactions. The task is: Predict the reaction yield, written as a fraction of the theoretical maximum amount of product (1.0 means a 100% yield; for example, 0.34 means a 34% yield). (1) The reactants are [C:1]1(/[CH:7]=[CH:8]/[S:9]([NH:12][C:13]2[CH:14]=[C:15]([CH:19]=[CH:20][C:21]([OH:23])=O)[CH:16]=[CH:17][CH:18]=2)(=[O:11])=[O:10])[CH:6]=[CH:5][CH:4]=[CH:3][CH:2]=1.[Cl:24]CCl. The catalyst is CN(C)C=O. The product is [C:1]1(/[CH:7]=[CH:8]/[S:9]([NH:12][C:13]2[CH:14]=[C:15]([CH:19]=[CH:20][C:21]([Cl:24])=[O:23])[CH:16]=[CH:17][CH:18]=2)(=[O:11])=[O:10])[CH:6]=[CH:5][CH:4]=[CH:3][CH:2]=1. The yield is 0.980. (2) The reactants are [CH:1](NC(C)C)(C)C.[Li]CCCC.[Cl:13][C:14]1[CH:15]=[C:16]([C:20]2[O:24][N:23]=[C:22]([C@H:25]([O:27][C:28]3[N:29]([CH3:39])[C:30]([C:33]4[CH:38]=[CH:37][N:36]=[CH:35][CH:34]=4)=[N:31][N:32]=3)[CH3:26])[N:21]=2)[CH:17]=[CH:18][CH:19]=1.CI.[NH4+].[Cl-]. The catalyst is C1COCC1. The product is [Cl:13][C:14]1[CH:15]=[C:16]([C:20]2[O:24][N:23]=[C:22]([C:25]([CH3:1])([O:27][C:28]3[N:29]([CH3:39])[C:30]([C:33]4[CH:34]=[CH:35][N:36]=[CH:37][CH:38]=4)=[N:31][N:32]=3)[CH3:26])[N:21]=2)[CH:17]=[CH:18][CH:19]=1. The yield is 0.200.